From a dataset of Forward reaction prediction with 1.9M reactions from USPTO patents (1976-2016). Predict the product of the given reaction. (1) The product is: [Cl:15][C:4]1[N:3]=[C:2]([NH:25][C@H:23]([C:20]2[CH:21]=[CH:22][C:17]([F:16])=[CH:18][CH:19]=2)[CH3:24])[N:7]=[C:6]([NH:8][C:9]2[CH:13]=[C:12]([CH3:14])[NH:11][N:10]=2)[CH:5]=1. Given the reactants Cl[C:2]1[N:7]=[C:6]([NH:8][C:9]2[CH:13]=[C:12]([CH3:14])[NH:11][N:10]=2)[CH:5]=[C:4]([Cl:15])[N:3]=1.[F:16][C:17]1[CH:22]=[CH:21][C:20]([C@@H:23]([NH2:25])[CH3:24])=[CH:19][CH:18]=1, predict the reaction product. (2) Given the reactants [NH2:1][CH:2]([C:11]1[CH:16]=[CH:15][CH:14]=[CH:13][CH:12]=1)[C:3]1([N:8]([CH3:10])[CH3:9])[CH2:7][CH2:6][CH2:5][CH2:4]1.C(N(CC)CC)C.[F:24][C:25]1[CH:33]=[C:32]([CH3:34])[C:28]([C:29](Cl)=[O:30])=[C:27]([CH3:35])[CH:26]=1, predict the reaction product. The product is: [CH3:9][N:8]([CH3:10])[C:3]1([CH:2]([C:11]2[CH:12]=[CH:13][CH:14]=[CH:15][CH:16]=2)[NH:1][C:29](=[O:30])[C:28]2[C:27]([CH3:35])=[CH:26][C:25]([F:24])=[CH:33][C:32]=2[CH3:34])[CH2:7][CH2:6][CH2:5][CH2:4]1. (3) Given the reactants [C:1]([C:5]1[CH:10]=[CH:9][C:8]([C:11]2[N:12]([C:30](Cl)=[O:31])[C@H:13]([C:23]3[CH:28]=[CH:27][C:26]([Cl:29])=[CH:25][CH:24]=3)[C@H:14]([C:16]3[CH:21]=[CH:20][C:19]([Cl:22])=[CH:18][CH:17]=3)[N:15]=2)=[C:7]([O:33][CH2:34][CH3:35])[CH:6]=1)([CH3:4])([CH3:3])[CH3:2].[CH3:36][S:37]([CH2:40][CH2:41][CH2:42][N:43]1[CH2:48][CH2:47][NH:46][CH2:45][CH2:44]1)(=[O:39])=[O:38], predict the reaction product. The product is: [ClH:22].[C:1]([C:5]1[CH:10]=[CH:9][C:8]([C:11]2[N:12]([C:30]([N:46]3[CH2:47][CH2:48][N:43]([CH2:42][CH2:41][CH2:40][S:37]([CH3:36])(=[O:38])=[O:39])[CH2:44][CH2:45]3)=[O:31])[C@H:13]([C:23]3[CH:24]=[CH:25][C:26]([Cl:29])=[CH:27][CH:28]=3)[C@H:14]([C:16]3[CH:17]=[CH:18][C:19]([Cl:22])=[CH:20][CH:21]=3)[N:15]=2)=[C:7]([O:33][CH2:34][CH3:35])[CH:6]=1)([CH3:4])([CH3:2])[CH3:3].